From a dataset of Forward reaction prediction with 1.9M reactions from USPTO patents (1976-2016). Predict the product of the given reaction. (1) Given the reactants C(N(C(C)C)C(C)C)C.[NH2:10][CH2:11][C:12]1[CH:17]=[CH:16][CH:15]=[CH:14][N:13]=1.Cl[C:19]1[N:24]=[C:23]([C:25]([F:28])([F:27])[F:26])[C:22]([C:29](Cl)=[O:30])=[CH:21][N:20]=1.[Cl:32][C:33]1[CH:34]=[C:35]([C:40]2[C:44]([C:45]([F:48])([F:47])[F:46])=[N:43][NH:42][C:41]=2[NH2:49])[CH:36]=[C:37]([Cl:39])[CH:38]=1.C(=O)([O-])[O-].[K+].[K+], predict the reaction product. The product is: [N:13]1[CH:14]=[CH:15][CH:16]=[CH:17][C:12]=1[CH2:11][NH:10][C:29]([C:22]1[C:23]([C:25]([F:28])([F:27])[F:26])=[N:24][C:19]([N:42]2[C:41]([NH2:49])=[C:40]([C:35]3[CH:36]=[C:37]([Cl:39])[CH:38]=[C:33]([Cl:32])[CH:34]=3)[C:44]([C:45]([F:46])([F:47])[F:48])=[N:43]2)=[N:20][CH:21]=1)=[O:30]. (2) Given the reactants Br[C:2]1[CH2:3][C:4]2[C:9]([CH:10]=1)=[CH:8][CH:7]=[CH:6][CH:5]=2.[Mg].C1C2C(=CC=CC=2)C=C1.Br[Mg].[CH2:23]1[C:31]2[C:26](=[CH:27][CH:28]=[CH:29][CH:30]=2)[CH:25]=[C:24]1[B:32]([N:34]([CH:38]([CH3:40])[CH3:39])[CH:35]([CH3:37])[CH3:36])Cl, predict the reaction product. The product is: [CH2:3]1[C:4]2[C:9](=[CH:8][CH:7]=[CH:6][CH:5]=2)[CH:10]=[C:2]1[B:32]([C:24]1[CH2:25][C:26]2[C:31]([CH:23]=1)=[CH:30][CH:29]=[CH:28][CH:27]=2)[N:34]([CH:38]([CH3:40])[CH3:39])[CH:35]([CH3:36])[CH3:37].